Dataset: Catalyst prediction with 721,799 reactions and 888 catalyst types from USPTO. Task: Predict which catalyst facilitates the given reaction. (1) Reactant: [H-].[Na+].[CH:3]([C:6]1[C:12]2[CH:13]=[CH:14][CH:15]=[CH:16][C:11]=2[NH:10][C:9](=[O:17])[CH:8]([NH:18][C:19]([NH:21][C:22]2[CH:27]=[CH:26][CH:25]=[C:24]([CH3:28])[CH:23]=2)=[O:20])[N:7]=1)([CH3:5])[CH3:4].Br[CH2:30][C:31]([N:33]1[CH2:39][CH:38]2[CH2:40][CH2:41][CH:35]([CH2:36][CH2:37]2)[CH2:34]1)=[O:32]. Product: [CH:38]12[CH2:40][CH2:41][CH:35]([CH2:36][CH2:37]1)[CH2:34][N:33]([C:31]([CH2:30][N:10]1[C:11]3[CH:16]=[CH:15][CH:14]=[CH:13][C:12]=3[C:6]([CH:3]([CH3:5])[CH3:4])=[N:7][CH:8]([NH:18][C:19]([NH:21][C:22]3[CH:27]=[CH:26][CH:25]=[C:24]([CH3:28])[CH:23]=3)=[O:20])[C:9]1=[O:17])=[O:32])[CH2:39]2. The catalyst class is: 9. (2) Reactant: [CH2:1]([C:3]1([NH:18][C:19](=[O:25])[O:20][C:21]([CH3:24])([CH3:23])[CH3:22])[CH2:8][CH2:7][N:6]([C:9]2[C:10]([N+:15]([O-])=O)=[N:11][CH:12]=[CH:13][CH:14]=2)[CH2:5][CH2:4]1)[CH3:2]. Product: [NH2:15][C:10]1[C:9]([N:6]2[CH2:7][CH2:8][C:3]([NH:18][C:19](=[O:25])[O:20][C:21]([CH3:24])([CH3:23])[CH3:22])([CH2:1][CH3:2])[CH2:4][CH2:5]2)=[CH:14][CH:13]=[CH:12][N:11]=1. The catalyst class is: 63. (3) Product: [N:8]1[CH:9]=[C:5]([CH2:4][C@H:3]([NH2:10])[CH3:2])[NH:6][CH:7]=1. Reactant: Br[CH2:2][C@@H:3]([NH2:10])[CH2:4][C:5]1[NH:6][CH:7]=[N:8][CH:9]=1.C([O-])(=O)C.[Na+]. The catalyst class is: 285.